From a dataset of Forward reaction prediction with 1.9M reactions from USPTO patents (1976-2016). Predict the product of the given reaction. (1) Given the reactants [F:1][C:2]1[CH:7]=[CH:6][CH:5]=[C:4]([F:8])[C:3]=1[N:9]1[C:14]2[N:15]=[C:16](S(C)(=O)=O)[N:17]=[C:18]([C:19]3[CH:20]=[C:21]([CH:32]=[CH:33][C:34]=3[CH3:35])[C:22]([NH:24][CH2:25][C:26]3[CH:31]=[CH:30][CH:29]=[CH:28][CH:27]=3)=[O:23])[C:13]=2[CH2:12][NH:11][C:10]1=[O:40].[CH3:41][N:42]1[CH2:47][CH2:46][NH:45][CH2:44][CH2:43]1, predict the reaction product. The product is: [NH4+:9].[OH-:23].[F:1][C:2]1[CH:7]=[CH:6][CH:5]=[C:4]([F:8])[C:3]=1[N:9]1[C:14]2[N:15]=[C:16]([N:45]3[CH2:46][CH2:47][N:42]([CH3:41])[CH2:43][CH2:44]3)[N:17]=[C:18]([C:19]3[CH:20]=[C:21]([CH:32]=[CH:33][C:34]=3[CH3:35])[C:22]([NH:24][CH2:25][C:26]3[CH:31]=[CH:30][CH:29]=[CH:28][CH:27]=3)=[O:23])[C:13]=2[CH2:12][NH:11][C:10]1=[O:40]. (2) The product is: [O:1]1[C:8]2[CH:7]=[C:6]([C:9]([O:11][CH:17]([O:16][C:12](=[O:15])[CH2:13][CH3:14])[CH:18]([CH3:20])[CH3:19])=[O:10])[NH:5][C:4]=2[CH:3]=[CH:2]1. Given the reactants [O:1]1[C:8]2[CH:7]=[C:6]([C:9]([OH:11])=[O:10])[NH:5][C:4]=2[CH:3]=[CH:2]1.[C:12]([O:16][CH:17](Cl)[CH:18]([CH3:20])[CH3:19])(=[O:15])[CH2:13][CH3:14], predict the reaction product. (3) Given the reactants [Br-:1].[Br-].C1(P(C2C=CC=CC=2)C2C=CC=CC=2)C=CC=CC=1.BrBr.C1(P(C2C=CC=CC=2)C2C=CC=CC=2)C=CC=CC=1.[C:43]1([CH2:49][CH2:50][CH:51](O)[CH3:52])[CH:48]=[CH:47][CH:46]=[CH:45][CH:44]=1, predict the reaction product. The product is: [Br:1][CH:51]([CH3:52])[CH2:50][CH2:49][C:43]1[CH:48]=[CH:47][CH:46]=[CH:45][CH:44]=1. (4) Given the reactants [Cl-].[F:2][C:3]1[CH:29]=[CH:28][C:6]([CH2:7][C@H:8]2[C@H:16]([CH3:17])[O:15][C:14](=[O:18])[C@@H:13]([NH3+:19])[CH2:12][CH2:11][O:10][C@@H:9]2[CH2:20][CH2:21][C:22]2[CH:27]=[CH:26][CH:25]=[CH:24][CH:23]=2)=[CH:5][CH:4]=1.[OH:30][C:31]1[C:32]([C:39](O)=[O:40])=[N:33][CH:34]=[CH:35][C:36]=1[O:37][CH3:38].C(N(C(C)C)C(C)C)C.C1CN([P+](ON2N=NC3C=CC=CC2=3)(N2CCCC2)N2CCCC2)CC1.F[P-](F)(F)(F)(F)F, predict the reaction product. The product is: [F:2][C:3]1[CH:4]=[CH:5][C:6]([CH2:7][C@H:8]2[C@H:16]([CH3:17])[O:15][C:14](=[O:18])[C@@H:13]([NH:19][C:39](=[O:40])[C:32]3[C:31]([OH:30])=[C:36]([O:37][CH3:38])[CH:35]=[CH:34][N:33]=3)[CH2:12][CH2:11][O:10][C@@H:9]2[CH2:20][CH2:21][C:22]2[CH:27]=[CH:26][CH:25]=[CH:24][CH:23]=2)=[CH:28][CH:29]=1. (5) Given the reactants [NH:1]1[C:11]2[C:6](=[CH:7][CH:8]=[CH:9][CH:10]=2)[C:4](=O)[C:2]1=[O:3].[C:12]([NH:20][NH2:21])(=[O:19])[C:13]1[CH:18]=[CH:17][CH:16]=[CH:15][CH:14]=1, predict the reaction product. The product is: [CH2:2]([N:1]1[C:11]2[C:6](=[CH:7][CH:8]=[CH:9][CH:10]=2)/[C:4](=[N:21]/[NH:20][C:12](=[O:19])[C:13]2[CH:18]=[CH:17][CH:16]=[CH:15][CH:14]=2)/[C:2]1=[O:3])[CH2:4][CH2:6][CH2:7][CH3:8]. (6) Given the reactants [Br:1][C:2]1[CH:3]=[CH:4][C:5]2[C@@H:15]3[C@:11]([CH3:16])([CH2:12][NH:13][CH2:14]3)[O:10][CH2:9][C:6]=2[C:7]=1[Cl:8].C=O.[C:19](O[BH-](OC(=O)C)OC(=O)C)(=O)C.[Na+], predict the reaction product. The product is: [Br:1][C:2]1[CH:3]=[CH:4][C:5]2[C@@H:15]3[C@:11]([CH3:16])([CH2:12][N:13]([CH3:19])[CH2:14]3)[O:10][CH2:9][C:6]=2[C:7]=1[Cl:8]. (7) Given the reactants [CH3:1][O:2][C:3]1[CH:4]=[C:5]([CH:9]=[CH:10][C:11]=1[O:12][CH3:13])[C:6]([OH:8])=[O:7].[Br:14]Br, predict the reaction product. The product is: [Br:14][C:9]1[CH:10]=[C:11]([O:12][CH3:13])[C:3]([O:2][CH3:1])=[CH:4][C:5]=1[C:6]([OH:8])=[O:7].